Dataset: Experimentally validated miRNA-target interactions with 360,000+ pairs, plus equal number of negative samples. Task: Binary Classification. Given a miRNA mature sequence and a target amino acid sequence, predict their likelihood of interaction. The miRNA is hsa-miR-138-5p with sequence AGCUGGUGUUGUGAAUCAGGCCG. The protein sequence of the target gene is MSRRTRCEDLDELHYQDTDSDVPEQRDSKCKVKWTHEEDEQLRALVRQFGQQDWKFLASHFPNRTDQQCQYRWLRVLNPDLVKGPWTKEEDQKVIELVKKYGTKQWTLIAKHLKGRLGKQCRERWHNHLNPEVKKSCWTEEEDRIICEAHKVLGNRWAEIAKMLPGRTDNAVKNHWNSTIKRKVDTGGFLSESKDCKPPVYLLLELEDKDGLQSAQPTEGQGSLLTNWPSVPPTIKEEENSEEELAAATTSKEQEPIGTDLDAVRTPEPLEEFPKREDQEGSPPETSLPYKWVVEAANLL.... Result: 1 (interaction).